Dataset: Full USPTO retrosynthesis dataset with 1.9M reactions from patents (1976-2016). Task: Predict the reactants needed to synthesize the given product. Given the product [C:1]([C:5]1[CH:6]=[C:7]([NH:8][C:20]([NH:19][CH2:18][CH2:17][Cl:22])=[O:21])[CH:9]=[C:10]([I:14])[C:11]=1[O:12][CH3:13])([CH3:4])([CH3:2])[CH3:3], predict the reactants needed to synthesize it. The reactants are: [C:1]([C:5]1[CH:6]=[C:7]([CH:9]=[C:10]([I:14])[C:11]=1[O:12][CH3:13])[NH2:8])([CH3:4])([CH3:3])[CH3:2].C([CH:17]([Cl:22])[CH2:18][N:19]=[C:20]=[O:21])C.